Dataset: Full USPTO retrosynthesis dataset with 1.9M reactions from patents (1976-2016). Task: Predict the reactants needed to synthesize the given product. (1) Given the product [CH3:17][O:18][C:19](=[O:22])[CH2:20][NH:21][C:12]1[CH:13]=[C:8]([CH2:1][C:2]2[CH:7]=[CH:6][CH:5]=[CH:4][CH:3]=2)[N:9]=[C:10]([Cl:15])[N:11]=1, predict the reactants needed to synthesize it. The reactants are: [CH2:1]([C:8]1[CH:13]=[C:12](Cl)[N:11]=[C:10]([Cl:15])[N:9]=1)[C:2]1[CH:7]=[CH:6][CH:5]=[CH:4][CH:3]=1.Cl.[CH3:17][O:18][C:19](=[O:22])[CH2:20][NH2:21].C(N(CC)CC)C. (2) Given the product [CH2:1]([N:8]([CH:9]([CH3:28])[CH2:10][CH:11]([C:12]1[CH:17]=[CH:16][C:15]([O:18][CH3:19])=[CH:14][CH:13]=1)[C:20]1[CH:21]=[CH:22][C:23]([O:26][CH3:27])=[CH:24][CH:25]=1)[CH2:44][C@@H:43]([C:40]1[CH:41]=[CH:42][C:37]([O:36][CH2:29][C:30]2[CH:35]=[CH:34][CH:33]=[CH:32][CH:31]=2)=[C:38]([NH:54][S:55]([CH3:58])(=[O:56])=[O:57])[CH:39]=1)[O:46][Si:47]([CH2:50][CH3:51])([CH2:52][CH3:53])[CH2:48][CH3:49])[C:2]1[CH:3]=[CH:4][CH:5]=[CH:6][CH:7]=1, predict the reactants needed to synthesize it. The reactants are: [CH2:1]([NH:8][CH:9]([CH3:28])[CH2:10][CH:11]([C:20]1[CH:25]=[CH:24][C:23]([O:26][CH3:27])=[CH:22][CH:21]=1)[C:12]1[CH:17]=[CH:16][C:15]([O:18][CH3:19])=[CH:14][CH:13]=1)[C:2]1[CH:7]=[CH:6][CH:5]=[CH:4][CH:3]=1.[CH2:29]([O:36][C:37]1[CH:42]=[CH:41][C:40]([C@@H:43]([O:46][Si:47]([CH2:52][CH3:53])([CH2:50][CH3:51])[CH2:48][CH3:49])[CH2:44]I)=[CH:39][C:38]=1[NH:54][S:55]([CH3:58])(=[O:57])=[O:56])[C:30]1[CH:35]=[CH:34][CH:33]=[CH:32][CH:31]=1.C(N(CC)C(C)C)(C)C.S([O-])(O)=O.[Na+].